Dataset: Reaction yield outcomes from USPTO patents with 853,638 reactions. Task: Predict the reaction yield, written as a fraction of the theoretical maximum amount of product (1.0 means a 100% yield; for example, 0.34 means a 34% yield). (1) The reactants are [NH2:1][C:2]1[C:3]([C:9]([O:11][CH3:12])=[O:10])=[N:4][CH:5]=[C:6]([F:8])[CH:7]=1.C1C(=O)N([Br:20])C(=O)C1. The catalyst is C(#N)C. The product is [NH2:1][C:2]1[C:3]([C:9]([O:11][CH3:12])=[O:10])=[N:4][C:5]([Br:20])=[C:6]([F:8])[CH:7]=1. The yield is 0.410. (2) The reactants are [NH2:1][C:2]1[C:3]([CH3:21])=[C:4]([C:8]2[CH:13]=[N:12][C:11]([C:14](OC)=[O:15])=[C:10]3[NH:18][CH:19]=[CH:20][C:9]=23)[CH:5]=[CH:6][CH:7]=1.[NH3:22]. The catalyst is CO. The product is [NH2:1][C:2]1[C:3]([CH3:21])=[C:4]([C:8]2[CH:13]=[N:12][C:11]([C:14]([NH2:22])=[O:15])=[C:10]3[NH:18][CH:19]=[CH:20][C:9]=23)[CH:5]=[CH:6][CH:7]=1. The yield is 0.560. (3) The reactants are Br[C:2]1[C:3]([NH2:22])=[N:4][CH:5]=[C:6]([C:8]2[CH:13]=[CH:12][C:11]([O:14][Si:15]([C:18]([CH3:21])([CH3:20])[CH3:19])([CH3:17])[CH3:16])=[CH:10][CH:9]=2)[N:7]=1.[C:23]1(/[CH:29]=[CH:30]/B(O)O)[CH:28]=[CH:27][CH:26]=[CH:25][CH:24]=1.C([O-])([O-])=O.[Na+].[Na+].O. The catalyst is C1(C)C=CC=CC=1.C(O)C.Cl[Pd](Cl)([P](C1C=CC=CC=1)(C1C=CC=CC=1)C1C=CC=CC=1)[P](C1C=CC=CC=1)(C1C=CC=CC=1)C1C=CC=CC=1. The product is [Si:15]([O:14][C:11]1[CH:12]=[CH:13][C:8]([C:6]2[N:7]=[C:2](/[CH:30]=[CH:29]/[C:23]3[CH:28]=[CH:27][CH:26]=[CH:25][CH:24]=3)[C:3]([NH2:22])=[N:4][CH:5]=2)=[CH:9][CH:10]=1)([C:18]([CH3:21])([CH3:20])[CH3:19])([CH3:17])[CH3:16]. The yield is 0.940. (4) The reactants are [NH2:1][C:2]1[CH:3]=[C:4]([C:8]2[C:16]3[C:11](=[CH:12][CH:13]=[CH:14][CH:15]=3)[N:10]([CH2:17][C:18]3[CH:23]=[CH:22][CH:21]=[C:20]([O:24][CH3:25])[CH:19]=3)[C:9]=2[C:26]([O:28][CH2:29][CH3:30])=[O:27])[CH:5]=[CH:6][CH:7]=1.[N:31]1[CH:36]=[CH:35][CH:34]=C[CH:32]=1.C(Cl)(Cl)=[O:38].C1(N)CC1.Cl. The catalyst is ClCCl. The product is [CH:36]1([NH:31][C:32]([NH:1][C:2]2[CH:3]=[C:4]([C:8]3[C:16]4[C:11](=[CH:12][CH:13]=[CH:14][CH:15]=4)[N:10]([CH2:17][C:18]4[CH:23]=[CH:22][CH:21]=[C:20]([O:24][CH3:25])[CH:19]=4)[C:9]=3[C:26]([O:28][CH2:29][CH3:30])=[O:27])[CH:5]=[CH:6][CH:7]=2)=[O:38])[CH2:34][CH2:35]1. The yield is 0.530.